This data is from Peptide-MHC class I binding affinity with 185,985 pairs from IEDB/IMGT. The task is: Regression. Given a peptide amino acid sequence and an MHC pseudo amino acid sequence, predict their binding affinity value. This is MHC class I binding data. (1) The peptide sequence is MLLVHYAII. The MHC is HLA-A02:01 with pseudo-sequence HLA-A02:01. The binding affinity (normalized) is 0.518. (2) The peptide sequence is YHDPANWPL. The MHC is HLA-B27:05 with pseudo-sequence HLA-B27:05. The binding affinity (normalized) is 0.0847. (3) The peptide sequence is FVEELLHRGY. The MHC is HLA-A33:01 with pseudo-sequence HLA-A33:01. The binding affinity (normalized) is 0. (4) The peptide sequence is EPIDKELYPL. The MHC is HLA-B15:01 with pseudo-sequence HLA-B15:01. The binding affinity (normalized) is 0. (5) The peptide sequence is FTLLFQLCT. The MHC is HLA-A02:03 with pseudo-sequence HLA-A02:03. The binding affinity (normalized) is 0.389. (6) The peptide sequence is VIIMAINVFT. The MHC is HLA-A02:06 with pseudo-sequence HLA-A02:06. The binding affinity (normalized) is 0.398. (7) The peptide sequence is WLSLLVPFV. The MHC is HLA-B07:02 with pseudo-sequence HLA-B07:02. The binding affinity (normalized) is 0.0330. (8) The peptide sequence is IEKASLIEV. The MHC is HLA-B40:01 with pseudo-sequence HLA-B40:01. The binding affinity (normalized) is 0.172. (9) The binding affinity (normalized) is 0.216. The MHC is HLA-C06:02 with pseudo-sequence HLA-C06:02. The peptide sequence is AYISSEATTPV. (10) The peptide sequence is LLLGLLLLCV. The MHC is HLA-A02:01 with pseudo-sequence HLA-A02:01. The binding affinity (normalized) is 0.290.